From a dataset of Full USPTO retrosynthesis dataset with 1.9M reactions from patents (1976-2016). Predict the reactants needed to synthesize the given product. (1) Given the product [CH:15]1([N:14]2[C:13]([CH:18]3[CH2:20][CH2:19]3)=[N:12][N:11]=[C:10]2[C:7]([C:4]2[S:5][CH:6]=[C:2]([C:21]#[N:22])[CH:3]=2)([CH3:9])[CH3:8])[CH2:17][CH2:16]1, predict the reactants needed to synthesize it. The reactants are: Br[C:2]1[CH:3]=[C:4]([C:7]([C:10]2[N:14]([CH:15]3[CH2:17][CH2:16]3)[C:13]([CH:18]3[CH2:20][CH2:19]3)=[N:12][N:11]=2)([CH3:9])[CH3:8])[S:5][CH:6]=1.[CH3:21][N:22](C)C(=O)C.N. (2) Given the product [Br:28][C:27]1[C:22]([N:18]2[C:17]([CH2:5][C:6]3[N:7]=[CH:8][NH:9][CH:10]([NH:15][NH2:16])[C:11]=3[CH2:12][CH2:13][CH3:14])=[CH:21][CH:20]=[N:19]2)=[N:23][CH:24]=[CH:25][CH:26]=1, predict the reactants needed to synthesize it. The reactants are: C(OC(=O)[CH:5]([C:17]1[N:18]([C:22]2[C:27]([Br:28])=[CH:26][CH:25]=[CH:24][N:23]=2)[N:19]=[CH:20][CH:21]=1)[C:6]1[C:11]([CH2:12][CH2:13][CH3:14])=[C:10]([NH:15][NH2:16])[N:9]=[CH:8][N:7]=1)C.C([O-])(O)=O.[Na+]. (3) Given the product [F:1][C:2]([F:26])([F:27])[C:3]1[CH:8]=[CH:7][C:6]([C:9]([C:16]2[CH:21]=[CH:20][C:19]([C:22]([F:25])([F:24])[F:23])=[CH:18][CH:17]=2)=[CH:10]/[CH:11]=[C:72](\[CH3:73])/[C:70]([O:69][CH2:68][CH3:67])=[O:71])=[CH:5][CH:4]=1, predict the reactants needed to synthesize it. The reactants are: [F:1][C:2]([F:27])([F:26])[C:3]1[CH:8]=[CH:7][C:6]([C:9]([C:16]2[CH:21]=[CH:20][C:19]([C:22]([F:25])([F:24])[F:23])=[CH:18][CH:17]=2)=[CH:10][C:11](OCC)=O)=[CH:5][CH:4]=1.[H-].C([Al+]CC(C)C)C(C)C.C1(C)C=CC=CC=1.O.O.O.O.C(C(C(C([O-])=O)O)O)([O-])=O.[K+].[Na+].CC(C)([O-])C.[K+].[CH3:67][CH2:68][O:69][C:70]([CH:72](P(OCC)(OCC)=O)[CH3:73])=[O:71].[Cl-].[NH4+]. (4) Given the product [N:1]1([C:7]([NH:9][C:10]2([C:16]([OH:18])=[O:17])[CH2:15][CH2:14][CH2:13][CH2:12][CH2:11]2)=[O:8])[CH2:6][CH2:5][O:4][CH2:3][CH2:2]1, predict the reactants needed to synthesize it. The reactants are: [N:1]1([C:7]([NH:9][C:10]2([C:16]([O:18]CC3C=CC=CC=3)=[O:17])[CH2:15][CH2:14][CH2:13][CH2:12][CH2:11]2)=[O:8])[CH2:6][CH2:5][O:4][CH2:3][CH2:2]1. (5) Given the product [F:1][C:2]1[CH:7]=[CH:6][C:5]([N:8]([CH:18]([CH3:20])[CH3:19])[C:9]([N:11]2[C:15](=[O:16])[N:14]([CH2:21][CH:22]([CH3:25])[CH3:23])[C:13](=[O:17])[O:12]2)=[O:10])=[CH:4][CH:3]=1, predict the reactants needed to synthesize it. The reactants are: [F:1][C:2]1[CH:7]=[CH:6][C:5]([N:8]([CH:18]([CH3:20])[CH3:19])[C:9]([N:11]2[C:15](=[O:16])[NH:14][C:13](=[O:17])[O:12]2)=[O:10])=[CH:4][CH:3]=1.[CH3:21][CH:22]([CH3:25])[CH2:23]O.C1(P(C2C=CC=CC=2)C2C=CC=CC=2)C=CC=CC=1.N(C(OCC)=O)=NC(OCC)=O. (6) Given the product [CH3:11][S:8]([C:5]1[CH:6]=[CH:7][C:2]([N:30]2[CH:34]=[N:33][CH:32]=[N:31]2)=[C:3]([C:12]([N:14]2[CH2:19][CH2:18][N:17]([C:20]3[CH:25]=[CH:24][C:23]([C:26]([F:29])([F:28])[F:27])=[CH:22][CH:21]=3)[CH2:16][CH2:15]2)=[O:13])[CH:4]=1)(=[O:10])=[O:9], predict the reactants needed to synthesize it. The reactants are: I[C:2]1[CH:7]=[CH:6][C:5]([S:8]([CH3:11])(=[O:10])=[O:9])=[CH:4][C:3]=1[C:12]([N:14]1[CH2:19][CH2:18][N:17]([C:20]2[CH:25]=[CH:24][C:23]([C:26]([F:29])([F:28])[F:27])=[CH:22][CH:21]=2)[CH2:16][CH2:15]1)=[O:13].[NH:30]1[CH:34]=[N:33][CH:32]=[N:31]1.P([O-])([O-])([O-])=O.[K+].[K+].[K+].CN[C@H]1[C@H](NC)CCCC1.